Dataset: hERG potassium channel inhibition data for cardiac toxicity prediction from Karim et al.. Task: Regression/Classification. Given a drug SMILES string, predict its toxicity properties. Task type varies by dataset: regression for continuous values (e.g., LD50, hERG inhibition percentage) or binary classification for toxic/non-toxic outcomes (e.g., AMES mutagenicity, cardiotoxicity, hepatotoxicity). Dataset: herg_karim. (1) The drug is C[C@@H]1CCCN1C1CC(c2ccc(-c3ccc(C#N)cc3)cc2)C1. The result is 1 (blocker). (2) The drug is CC1=NC2C=C3CCN(CCCSc4nnc(-c5cccc6nc(C)ccc56)n4C)CCC3=CC2O1. The result is 0 (non-blocker).